Dataset: Full USPTO retrosynthesis dataset with 1.9M reactions from patents (1976-2016). Task: Predict the reactants needed to synthesize the given product. (1) Given the product [CH3:1][C:2]([CH3:8])([CH:6]=[CH2:7])[CH2:3][C:4]1[N:9]=[CH:20][NH:21][CH:22]=1, predict the reactants needed to synthesize it. The reactants are: [CH3:1][C:2]([CH3:8])([CH:6]=[CH2:7])[CH2:3][CH:4]=O.[NH3:9].CC1C=CC(S([CH2:20][N+:21]#[C-:22])(=O)=O)=CC=1. (2) Given the product [Cl:1][C:2]1[CH:3]=[N+:4]([O-:27])[CH:5]=[C:6]([Cl:26])[C:7]=1[CH2:8][C@@H:9]([C:11]1[CH:16]=[CH:15][C:14]([O:17][CH:18]([F:20])[F:19])=[C:13]([O:21][CH2:22][CH:23]2[CH2:25][CH2:24]2)[CH:12]=1)[O:10][C:46](=[O:47])[CH2:45][N:38]1[C:37](=[O:49])[C:36]2[C:40](=[CH:41][CH:42]=[CH:43][C:35]=2[N+:32]([O-:34])=[O:33])[C:39]1=[O:44], predict the reactants needed to synthesize it. The reactants are: [Cl:1][C:2]1[CH:3]=[N+:4]([O-:27])[CH:5]=[C:6]([Cl:26])[C:7]=1[CH2:8][C@@H:9]([C:11]1[CH:16]=[CH:15][C:14]([O:17][CH:18]([F:20])[F:19])=[C:13]([O:21][CH2:22][CH:23]2[CH2:25][CH2:24]2)[CH:12]=1)[OH:10].C(Cl)CCl.[N+:32]([C:35]1[CH:43]=[CH:42][CH:41]=[C:40]2[C:36]=1[C:37](=[O:49])[N:38]([CH2:45][C:46](O)=[O:47])[C:39]2=[O:44])([O-:34])=[O:33]. (3) Given the product [Cl:29][C:18]1[CH:19]=[C:20]2[C:28](=[C:16]([NH:15][C:14]([CH:13]3[CH2:12][O:11][C:10]([CH3:32])([CH3:31])[CH2:9][N:8]3[CH2:6][CH:40]([NH2:39])[CH:41]([CH3:43])[CH3:42])=[O:30])[CH:17]=1)[NH:27][C:26]1[CH:25]=[N:24][CH:23]=[CH:22][C:21]2=1, predict the reactants needed to synthesize it. The reactants are: C(O[C:6]([N:8]1[CH:13]([C:14](=[O:30])[NH:15][C:16]2[CH:17]=[C:18]([Cl:29])[CH:19]=[C:20]3[C:28]=2[NH:27][C:26]2[CH:25]=[N:24][CH:23]=[CH:22][C:21]3=2)[CH2:12][O:11][C:10]([CH3:32])([CH3:31])[CH2:9]1)=O)(C)(C)C.C(OC(=O)[NH:39][CH:40](C=O)[CH:41]([CH3:43])[CH3:42])(C)(C)C. (4) Given the product [F:28][C:29]([F:39])([F:40])[C:30]1[CH:31]=[CH:32][C:33]([NH:36][C:37]([N:14]2[CH2:19][CH2:18][N:17]([C:20]3[C:25]([Cl:26])=[CH:24][CH:23]=[CH:22][N:21]=3)[CH2:16][C@H:15]2[CH3:27])=[O:38])=[CH:34][CH:35]=1, predict the reactants needed to synthesize it. The reactants are: C(C1C=CC(NC([N:14]2[CH2:19][CH2:18][N:17]([C:20]3[C:25]([Cl:26])=[CH:24][CH:23]=[CH:22][N:21]=3)[CH2:16][C@H:15]2[CH3:27])=O)=CC=1)(CC)C.[F:28][C:29]([F:40])([F:39])[C:30]1[CH:35]=[CH:34][C:33]([N:36]=[C:37]=[O:38])=[CH:32][CH:31]=1. (5) Given the product [Br:19][CH2:20][C:21]([NH:1][C@H:2]([CH2:3][OH:4])[CH2:5][C:6]1[CH:11]=[CH:10][CH:9]=[CH:8][CH:7]=1)=[O:22], predict the reactants needed to synthesize it. The reactants are: [NH2:1][C@@H:2]([CH2:5][C:6]1[CH:11]=[CH:10][CH:9]=[CH:8][CH:7]=1)[CH2:3][OH:4].C(N(CC)CC)C.[Br:19][CH2:20][C:21](Br)=[O:22]. (6) The reactants are: [Br:1][C:2]1[CH:9]=[CH:8][C:5]([C:6]#[N:7])=[C:4]([F:10])[CH:3]=1.[CH3:11][Mg]Br.CO.[BH4-].[Na+]. Given the product [Br:1][C:2]1[CH:9]=[CH:8][C:5]([CH:6]([NH2:7])[CH3:11])=[C:4]([F:10])[CH:3]=1, predict the reactants needed to synthesize it. (7) Given the product [C:12]([O:11][C:9](=[O:10])[N:27]([CH2:26][C:24]1[CH:25]=[C:17]([F:16])[CH:18]=[C:19]2[C:23]=1[NH:22][CH:21]=[CH:20]2)[CH2:28][CH2:29][OH:30])([CH3:13])([CH3:14])[CH3:15], predict the reactants needed to synthesize it. The reactants are: [C:9](O[C:9]([O:11][C:12]([CH3:15])([CH3:14])[CH3:13])=[O:10])([O:11][C:12]([CH3:15])([CH3:14])[CH3:13])=[O:10].[F:16][C:17]1[CH:18]=[C:19]2[C:23](=[C:24]([CH2:26][NH:27][CH2:28][CH2:29][OH:30])[CH:25]=1)[NH:22][CH:21]=[CH:20]2.